Task: Regression. Given a peptide amino acid sequence and an MHC pseudo amino acid sequence, predict their binding affinity value. This is MHC class I binding data.. Dataset: Peptide-MHC class I binding affinity with 185,985 pairs from IEDB/IMGT (1) The peptide sequence is FGPIGKLIA. The MHC is HLA-A02:03 with pseudo-sequence HLA-A02:03. The binding affinity (normalized) is 0.131. (2) The peptide sequence is LRYEGGAAL. The MHC is HLA-B14:01 with pseudo-sequence HLA-B14:02. The binding affinity (normalized) is 0.126.